This data is from Catalyst prediction with 721,799 reactions and 888 catalyst types from USPTO. The task is: Predict which catalyst facilitates the given reaction. (1) Reactant: C(Cl)(=O)C(Cl)=O.[C:7]1([CH2:13][N:14]2[CH2:19][CH2:18][O:17][CH:16]([C:20]([OH:22])=O)[CH2:15]2)[CH:12]=[CH:11][CH:10]=[CH:9][CH:8]=1.CN(C=O)C.C(N(CC)CC)C.[NH2:35][CH2:36][C:37]([C:39]1[CH:44]=[CH:43][C:42]([O:45][CH3:46])=[CH:41][CH:40]=1)=[O:38]. Product: [CH3:46][O:45][C:42]1[CH:41]=[CH:40][C:39]([C:37](=[O:38])[CH2:36][NH:35][C:20]([CH:16]2[O:17][CH2:18][CH2:19][N:14]([CH2:13][C:7]3[CH:8]=[CH:9][CH:10]=[CH:11][CH:12]=3)[CH2:15]2)=[O:22])=[CH:44][CH:43]=1. The catalyst class is: 34. (2) Reactant: [OH:1][C:2]1[C:3]([CH3:18])=[C:4]2[C:9](=[C:10]([CH3:13])[C:11]=1[CH3:12])[O:8][C:7]([CH3:17])([C:14]([OH:16])=O)[CH2:6][CH2:5]2.C1N=CN(C(N2C=NC=C2)=O)C=1.[NH2:31][CH2:32][CH2:33][CH2:34][N:35]1[CH:39]=[CH:38][N:37]=[CH:36]1. Product: [N:35]1([CH2:34][CH2:33][CH2:32][NH:31][C:14]([C:7]2([CH3:17])[CH2:6][CH2:5][C:4]3[C:9](=[C:10]([CH3:13])[C:11]([CH3:12])=[C:2]([OH:1])[C:3]=3[CH3:18])[O:8]2)=[O:16])[CH:39]=[CH:38][N:37]=[CH:36]1. The catalyst class is: 1.